Task: Predict the product of the given reaction.. Dataset: Forward reaction prediction with 1.9M reactions from USPTO patents (1976-2016) (1) The product is: [Cl:12][CH2:7][C:6]1[N:2]([CH3:1])[N:3]=[CH:4][C:5]=1[CH3:9]. Given the reactants [CH3:1][N:2]1[C:6]([CH2:7]O)=[C:5]([CH3:9])[CH:4]=[N:3]1.S(Cl)([Cl:12])=O, predict the reaction product. (2) Given the reactants [C:1]([CH2:3][NH:4][C:5]([CH:7]([CH2:34][CH:35]([CH3:37])[CH3:36])[CH2:8][C:9]1[CH:14]=[CH:13][CH:12]=[CH:11][C:10]=1[C:15]1[CH:20]=[CH:19][C:18]([N:21]2[CH2:26][CH2:25][N:24](C(OC(C)(C)C)=O)[CH2:23][CH2:22]2)=[CH:17][CH:16]=1)=[O:6])#[N:2].CS(O)(=O)=O.C([O-])(O)=O.[Na+], predict the reaction product. The product is: [C:1]([CH2:3][NH:4][C:5](=[O:6])[CH:7]([CH2:8][C:9]1[CH:14]=[CH:13][CH:12]=[CH:11][C:10]=1[C:15]1[CH:16]=[CH:17][C:18]([N:21]2[CH2:22][CH2:23][NH:24][CH2:25][CH2:26]2)=[CH:19][CH:20]=1)[CH2:34][CH:35]([CH3:36])[CH3:37])#[N:2]. (3) Given the reactants [NH2:1][CH2:2][C:3]([CH3:24])([CH3:23])[CH2:4][N:5]1[C:17]2[C:16]3[CH:15]=[CH:14][CH:13]=[CH:12][C:11]=3[N:10]=[C:9]([NH2:18])[C:8]=2[N:7]=[C:6]1[CH2:19][CH2:20][O:21][CH3:22].[C:25]1([N:31]=[C:32]=[O:33])[CH:30]=[CH:29][CH:28]=[CH:27][CH:26]=1, predict the reaction product. The product is: [NH2:18][C:9]1[C:8]2[N:7]=[C:6]([CH2:19][CH2:20][O:21][CH3:22])[N:5]([CH2:4][C:3]([CH3:24])([CH3:23])[CH2:2][NH:1][C:32]([NH:31][C:25]3[CH:30]=[CH:29][CH:28]=[CH:27][CH:26]=3)=[O:33])[C:17]=2[C:16]2[CH:15]=[CH:14][CH:13]=[CH:12][C:11]=2[N:10]=1. (4) Given the reactants [NH2:1][C:2]1[N:7]=[C:6]([C:8]2[O:9][CH:10]=[CH:11][CH:12]=2)[C:5]([C:13]#[N:14])=[C:4](SC)[N:3]=1.[CH3:17][NH:18][CH3:19], predict the reaction product. The product is: [NH2:1][C:2]1[N:3]=[C:4]([N:18]([CH3:19])[CH3:17])[C:5]([C:13]#[N:14])=[C:6]([C:8]2[O:9][CH:10]=[CH:11][CH:12]=2)[N:7]=1. (5) The product is: [NH2:19][C:4]1[CH:5]=[C:6]([C:9]2[S:10][C:11]3[CH:17]([OH:18])[CH2:16][CH2:15][CH2:14][C:12]=3[N:13]=2)[CH:7]=[CH:8][C:3]=1[N:2]([CH3:22])[CH3:1].[CH3:25][O:26][CH:17]1[C:11]2[S:10][C:9]([C:6]3[CH:5]=[C:4]([NH2:19])[C:3]([N:2]([CH3:1])[CH3:22])=[CH:8][CH:7]=3)=[N:13][C:12]=2[CH2:14][CH2:15][CH2:16]1. Given the reactants [CH3:1][N:2]([CH3:22])[C:3]1[CH:8]=[CH:7][C:6]([C:9]2[S:10][C:11]3[CH:17]([OH:18])[CH2:16][CH2:15][CH2:14][C:12]=3[N:13]=2)=[CH:5][C:4]=1[N+:19]([O-])=O.NN.[CH3:25][OH:26], predict the reaction product.